From a dataset of TCR-epitope binding with 47,182 pairs between 192 epitopes and 23,139 TCRs. Binary Classification. Given a T-cell receptor sequence (or CDR3 region) and an epitope sequence, predict whether binding occurs between them. The epitope is LLQTGIHVRVSQPSL. The TCR CDR3 sequence is CASSPFGTGSGYRTEAFF. Result: 1 (the TCR binds to the epitope).